Dataset: Full USPTO retrosynthesis dataset with 1.9M reactions from patents (1976-2016). Task: Predict the reactants needed to synthesize the given product. (1) Given the product [ClH:1].[N:2]1([CH2:9][C:10]2[N:15]=[C:14]([NH:16][C:17]([NH:19][C:20]3[N:21]=[C:22]([C:25]4[CH:30]=[CH:29][N:28]=[CH:27][CH:26]=4)[S:23][CH:24]=3)=[O:18])[CH:13]=[CH:12][CH:11]=2)[CH2:3][CH2:4][CH2:5][CH2:6][CH2:7][CH2:8]1, predict the reactants needed to synthesize it. The reactants are: [ClH:1].[N:2]1([CH2:9][C:10]2[N:15]=[C:14]([NH:16][C:17]([NH:19][C:20]3[N:21]=[C:22]([C:25]4[CH:30]=[CH:29][N:28]=[CH:27][CH:26]=4)[S:23][CH:24]=3)=[O:18])[CH:13]=[CH:12][CH:11]=2)[CH2:8][CH2:7][CH2:6][CH2:5][CH2:4][CH2:3]1.CO. (2) The reactants are: [Cl:1][C:2]1[CH:3]=[N:4][C:5]2[NH:6][C:7]3[CH:8]=[C:9]([C:26](O)=[O:27])[CH:10]=[C:11]([CH:25]=3)[O:12][CH2:13][CH2:14][S:15][C:16]3[CH:24]=[C:20]([NH:21][C:22]=1[N:23]=2)[CH:19]=[CH:18][CH:17]=3.[CH2:29]([NH2:36])[C:30]1[CH:35]=[CH:34][CH:33]=[CH:32][CH:31]=1.C(N(CC)C(C)C)(C)C.F[P-](F)(F)(F)(F)F.N1(OC(N(C)C)=[N+](C)C)C2C=CC=CC=2N=N1.[C:70]([OH:76])([C:72]([F:75])([F:74])[F:73])=[O:71]. Given the product [F:73][C:72]([F:75])([F:74])[C:70]([OH:76])=[O:71].[CH2:29]([NH:36][C:26]([C:9]1[CH:10]=[C:11]2[CH:25]=[C:7]([CH:8]=1)[NH:6][C:5]1=[N:23][C:22](=[C:2]([Cl:1])[CH:3]=[N:4]1)[NH:21][C:20]1=[CH:24][C:16](=[CH:17][CH:18]=[CH:19]1)[S:15][CH2:14][CH2:13][O:12]2)=[O:27])[C:30]1[CH:35]=[CH:34][CH:33]=[CH:32][CH:31]=1, predict the reactants needed to synthesize it. (3) Given the product [NH2:23][CH2:22][CH2:21][CH2:20][O:19][C:15]1[CH:16]=[C:17]2[C:12]([CH:11]=[C:10]([C:31]3[N:32]=[N:33][C:34]([N:37]([CH3:48])[CH:38]4[CH2:43][C:42]([CH3:44])([CH3:45])[NH:41][C:40]([CH3:47])([CH3:46])[CH2:39]4)=[CH:35][CH:36]=3)[C:9]([OH:8])=[CH:18]2)=[CH:13][CH:14]=1, predict the reactants needed to synthesize it. The reactants are: C(O)(C(F)(F)F)=O.[OH:8][C:9]1[CH:18]=[C:17]2[C:12]([CH:13]=[CH:14][C:15]([O:19][CH2:20][CH2:21][CH2:22][NH:23]C(=O)OC(C)(C)C)=[CH:16]2)=[CH:11][C:10]=1[C:31]1[N:32]=[N:33][C:34]([N:37]([CH3:48])[CH:38]2[CH2:43][C:42]([CH3:45])([CH3:44])[NH:41][C:40]([CH3:47])([CH3:46])[CH2:39]2)=[CH:35][CH:36]=1. (4) Given the product [CH:1]1([C:6]2[CH:7]=[N:8][N:9]3[CH2:14][CH:13]([CH3:16])[NH:12][CH2:11][C:10]=23)[CH2:2][CH2:3][CH2:4][CH2:5]1, predict the reactants needed to synthesize it. The reactants are: [CH:1]1([C:6]2[CH:7]=[N:8][N:9]3[CH2:14][CH2:13][NH:12][CH2:11][C:10]=23)[CH2:5][CH2:4][CH2:3][CH2:2]1.I[C:16]1C=NN2CC(C)N(C(OC(C)(C)C)=O)CC=12.IC1C=NN2CCN(C(OC(C)(C)C)=O)CC=12. (5) Given the product [CH2:1]([CH:3]([CH2:6][CH2:7][CH2:8][CH3:9])[CH:4]=[O:5])[CH3:2].[OH:10][CH2:11][CH:12]([CH2:14][OH:15])[OH:13], predict the reactants needed to synthesize it. The reactants are: [CH2:1]([CH:3]([CH2:6][CH2:7][CH2:8][CH3:9])[CH:4]=[O:5])[CH3:2].[OH:10][CH2:11][CH:12]([CH2:14][OH:15])[OH:13]. (6) Given the product [CH3:1][O:2][C:3](=[O:16])[CH2:4][N:5]1[C:13]2[C:8](=[CH:9][C:10]([F:14])=[CH:11][CH:12]=2)[C:7]([CH2:31][C:27]2[N:28]=[CH:29][S:30][C:26]=2[S:23]([C:18]2[CH:19]=[CH:20][CH:21]=[CH:22][N:17]=2)(=[O:25])=[O:24])=[C:6]1[CH3:15], predict the reactants needed to synthesize it. The reactants are: [CH3:1][O:2][C:3](=[O:16])[CH2:4][N:5]1[C:13]2[C:8](=[CH:9][C:10]([F:14])=[CH:11][CH:12]=2)[CH:7]=[C:6]1[CH3:15].[N:17]1[CH:22]=[CH:21][CH:20]=[CH:19][C:18]=1[S:23]([C:26]1[S:30][CH:29]=[N:28][C:27]=1[CH:31]=O)(=[O:25])=[O:24]. (7) Given the product [S:1]([O-:5])([OH:4])(=[O:3])=[O:2].[NH2:40][C:38]1[S:37][N:36]=[C:35](/[C:26](=[N:27]/[O:28][C:29]([C:32]([OH:34])=[O:33])([CH3:30])[CH3:31])/[C:25]([NH:24][C@@H:20]2[C:19](=[O:42])[N:18]3[C@@H:21]2[S:22][CH2:23][C:16]([CH2:15][N+:13]2[N:12]4[CH2:46][CH2:47][NH:48][C:11]4=[C:10]([N:9]4[CH2:49][CH2:50][CH2:51][NH:8][C:7]4=[NH:6])[CH:14]=2)=[C:17]3[C:43]([OH:45])=[O:44])=[O:41])[N:39]=1, predict the reactants needed to synthesize it. The reactants are: [S:1]([O-:5])([OH:4])(=[O:3])=[O:2].[NH2:6][C:7]([N:9]([CH2:49][CH2:50][CH2:51]N)[C:10]1[CH:14]=[N+:13]([CH2:15][C:16]2[CH2:23][S:22][C@H:21]3[N:18]([C:19](=[O:42])[C@H:20]3[NH:24][C:25](=[O:41])/[C:26](/[C:35]3[N:39]=[C:38]([NH2:40])[S:37][N:36]=3)=[N:27]\[O:28][C:29]([C:32]([OH:34])=[O:33])([CH3:31])[CH3:30])[C:17]=2[C:43]([OH:45])=[O:44])[N:12]2[CH2:46][CH2:47][NH:48][C:11]=12)=[NH:8]. (8) Given the product [C:25]1(=[N:1][N:2]2[C:7](=[O:8])[C:6]([C:9]3[NH:14][C:13]4[CH:15]=[CH:16][CH:17]=[CH:18][C:12]=4[S:11](=[O:20])(=[O:19])[N:10]=3)=[C:5]([OH:21])[C:4]3[S:22][CH:23]=[CH:24][C:3]2=3)[CH2:31][CH2:30][CH2:29][CH2:28][CH2:27][CH2:26]1, predict the reactants needed to synthesize it. The reactants are: [NH2:1][N:2]1[C:7](=[O:8])[C:6]([C:9]2[NH:14][C:13]3[CH:15]=[CH:16][CH:17]=[CH:18][C:12]=3[S:11](=[O:20])(=[O:19])[N:10]=2)=[C:5]([OH:21])[C:4]2[S:22][CH:23]=[CH:24][C:3]1=2.[C:25]1(=O)[CH2:31][CH2:30][CH2:29][CH2:28][CH2:27][CH2:26]1.